From a dataset of Drug-target binding data from BindingDB using Ki measurements. Regression. Given a target protein amino acid sequence and a drug SMILES string, predict the binding affinity score between them. We predict pKi (pKi = -log10(Ki in M); higher means stronger inhibition). Dataset: bindingdb_ki. (1) The drug is CC(=O)P(=O)(O)OCc1ccccc1. The target protein (B7UJP3) has sequence MSFDIAKYPTLALVDSTQELRLLPKESLPKLCDELRRYLLDSVSRSSGHFASGLGTVELTVALHYVYNTPFDQLIWDVGHQAYPHKILTGRRDKIGTIRQKGGLHPFPWRGESEYDVLSVGHSSTSISAGIGIAVAAEKEGKNRRTVCVIGDGAITAGMAFEAMNHAGDIRPDMLVVLNDNEMSISENVGALNNHLAQLLSGKLYSSLREGGKKVFSGVPPIKELLKRTEEHIKGMVVPGTLFEELGFNYIGPVDGHDVLGLITTLKNMRDLKGPQFLHIMTKKGRGYEPAEKDPITFHAVPKFDPSSGCLPKSSGGLPSYSKIFGDWLCETAAKDNKLMAITPAMREGSGMVEFSRKFPDRYFDVAIAEQHAVTFAAGLAIGGYKPIVAIYSTFLQRAYDQVLHDVAIQKLPVLFAIDRAGIVGADGQTHQGAFDLSYLRCIPEMVIMTPSDENECRQMLYTGYHYNDGPSAVRYPRGNAVGVELTPLEKLPIGKGIVK.... The pKi is 5.0. (2) The compound is COc1ccc(-c2nc3cccc(C(=O)NC4C[C@H]5CCC[C@H](C4)N5C)c3o2)cc1. The target protein (P46098) has sequence MLLWVQQALLALLLPTLLAQGEARRSRNTTRPALLRLSDYLLTNYRKGVRPVRDWRKPTTVSIDVIVYAILNVDEKNQVLTTYIWYRQYWTDEFLQWNPEDFDNITKLSIPTDSIWVPDILINEFVDVGKSPNIPYVYIRHQGEVQNYKPLQVVTACSLDIYNFPFDVQNCSLTFTSWLHTIQDINISLWRLPEKVKSDRSVFMNQGEWELLGVLPYFREFSMESSNYYAEMKFYVVIRRRPLFYVVSLLLPSIFLMVMDIVGFYLPPNSGERVSFKITLLLGYSVFLIIVSDTLPATAIGTPLIGVYFVVCMALLVISLAETIFIVRLVHKQDLQQPVPAWLRHLVLERIAWLLCLREQSTSQRPPATSQATKTDDCSAMGNHCSHMGGPQDFEKSPRDRCSPPPPPREASLAVCGLLQELSSIRQFLEKRDEIREVARDWLRVGSVLDKLLFHIYLLAVLAYSITLVMLWSIWQYA. The pKi is 7.2.